This data is from Reaction yield outcomes from USPTO patents with 853,638 reactions. The task is: Predict the reaction yield, written as a fraction of the theoretical maximum amount of product (1.0 means a 100% yield; for example, 0.34 means a 34% yield). (1) The reactants are [CH:1]1[C:10]2[C:5](=[CH:6][CH:7]=[CH:8][CH:9]=2)[CH:4]=[CH:3][C:2]=1[OH:11].[C:12]([O:16][CH2:17][CH3:18])(=[O:15])[CH:13]=[O:14].C1(C)C=CC=CC=1. The catalyst is ClCCl.[Cl-].[Ti+4].[Cl-].[Cl-].[Cl-]. The product is [OH:14][CH:13]([C:1]1[C:10]2[C:5](=[CH:6][CH:7]=[CH:8][CH:9]=2)[CH:4]=[CH:3][C:2]=1[OH:11])[C:12]([O:16][CH2:17][CH3:18])=[O:15]. The yield is 0.980. (2) The reactants are C(Cl)Cl.[C:4]([OH:15])(=O)[C:5]1[CH:13]=[CH:12][C:8](C(O)=O)=[CH:7][CH:6]=1.C([N:18](CC)CC)C.[Cl-].[CH3:24][OH:25]. The catalyst is CN(C=O)C. The product is [O:25]1[C:24]2[CH:13]=[CH:12][CH:8]=[CH:7][C:6]=2[CH2:5][C:4](=[O:15])[NH:18]1. The yield is 0.660. (3) The reactants are [CH:1]1([N:6]2[CH2:11][CH2:10][N:9]([C:12]([C:14]3[CH:15]=[C:16]4[C:20](=[CH:21][CH:22]=3)[NH:19][C:18]([C:23]([N:25]3[CH2:30][CH2:29][C:28]([F:32])([F:31])[CH2:27][CH2:26]3)=[O:24])=[CH:17]4)=[O:13])[CH2:8][CH2:7]2)[CH2:5][CH2:4][CH2:3][CH2:2]1.[F:33][C:34]([F:45])([F:44])[C:35]1[CH:36]=[C:37](B(O)O)[CH:38]=[CH:39][CH:40]=1.N1C=CC=CC=1. The product is [CH:1]1([N:6]2[CH2:7][CH2:8][N:9]([C:12]([C:14]3[CH:15]=[C:16]4[C:20](=[CH:21][CH:22]=3)[N:19]([C:39]3[CH:38]=[CH:37][CH:36]=[C:35]([C:34]([F:45])([F:44])[F:33])[CH:40]=3)[C:18]([C:23]([N:25]3[CH2:26][CH2:27][C:28]([F:31])([F:32])[CH2:29][CH2:30]3)=[O:24])=[CH:17]4)=[O:13])[CH2:10][CH2:11]2)[CH2:5][CH2:4][CH2:3][CH2:2]1. The yield is 0.730. The catalyst is ClCCl.C([O-])(=O)C.[Cu+2].C([O-])(=O)C. (4) The reactants are [Cl:1][C:2]1[CH:3]=[C:4]([C:8](=[N:10][OH:11])[NH2:9])[CH:5]=[CH:6][CH:7]=1.[Cl:12][CH:13]([CH3:17])[C:14](Cl)=O. The catalyst is C(Cl)Cl. The product is [Cl:12][CH:13]([C:17]1[O:11][N:10]=[C:8]([C:4]2[CH:5]=[CH:6][CH:7]=[C:2]([Cl:1])[CH:3]=2)[N:9]=1)[CH3:14]. The yield is 0.670. (5) The reactants are [N:1]([CH2:4][C:5]([NH:7][C@H:8]1[C@@H:14]([OH:15])[C@H:13]([OH:16])[C@@H:12]([CH2:17][OH:18])[O:11][CH:9]1[OH:10])=[O:6])=[N+:2]=[N-:3].C(O[C:23](=[O:25])[CH3:24])(=O)C. The catalyst is N1C=CC=CC=1.CN(C1C=CN=CC=1)C.C(Cl)Cl. The product is [C:5]([O:10][CH:9]1[O:11][C@H:12]([CH2:17][O:18][C:23](=[O:25])[CH3:24])[C@@H:13]([O:16][C:12](=[O:11])[CH3:13])[C@H:14]([O:15][C:9](=[O:10])[CH3:8])[C@@H:8]1[NH:7][C:5](=[O:6])[CH2:4][N:1]=[N+:2]=[N-:3])(=[O:6])[CH3:4]. The yield is 0.950. (6) The reactants are [H-].[Al+3].[Li+].[H-].[H-].[H-].[Br:7][C:8]1[CH:17]=[CH:16][C:11]([C:12](OC)=[O:13])=[CH:10][C:9]=1[F:18].S([O-])([O-])(=O)=S.[Na+].[Na+]. The catalyst is C1COCC1.CCOCC. The product is [Br:7][C:8]1[CH:17]=[CH:16][C:11]([CH2:12][OH:13])=[CH:10][C:9]=1[F:18]. The yield is 0.940. (7) The catalyst is CO. The reactants are [NH2:1][C:2]1[NH:3][C:4]2[CH:10]=[CH:9][CH:8]=[CH:7][C:5]=2[N:6]=1.Br[CH2:12][C:13]([C:15]1[CH:20]=[CH:19][C:18]([N:21]([CH2:24][CH3:25])[CH2:22][CH3:23])=[CH:17][CH:16]=1)=[O:14]. The product is [NH2:1][C:2]1[N:6]([CH2:12][C:13]([C:15]2[CH:20]=[CH:19][C:18]([N:21]([CH2:22][CH3:23])[CH2:24][CH3:25])=[CH:17][CH:16]=2)=[O:14])[C:5]2[CH:7]=[CH:8][CH:9]=[CH:10][C:4]=2[N:3]=1. The yield is 0.360. (8) The reactants are [F:1][C:2]([F:25])([F:24])[C:3]([N:5]1[CH2:11][CH2:10][C:9]2[C:12](OS(C(F)(F)F)(=O)=O)=[CH:13][CH:14]=[CH:15][C:8]=2[CH2:7][CH2:6]1)=[O:4].C(N(CC)CC)C.[C:33]1([C:39]#[CH:40])[CH:38]=[CH:37][CH:36]=[CH:35][CH:34]=1. The yield is 0.980. The catalyst is [I-].C([N+](CCCC)(CCCC)CCCC)CCC.CN(C=O)C.CCOC(C)=O.CCCCCC.[Cu](I)I. The product is [C:33]1([C:39]#[C:40][C:12]2[C:9]3[CH2:10][CH2:11][N:5]([C:3](=[O:4])[C:2]([F:25])([F:24])[F:1])[CH2:6][CH2:7][C:8]=3[CH:15]=[CH:14][CH:13]=2)[CH:38]=[CH:37][CH:36]=[CH:35][CH:34]=1.